From a dataset of Kinase inhibitor bioactivity data combining Ki, Kd, and IC50 measurements. Regression. Given a target protein amino acid sequence and a drug SMILES string, predict the binding affinity score between them. We predict KIBA score (integrated kinase binding score). Dataset: kiba. (1) The drug is CC(C)(CO)CNc1nccc(-c2c(-c3ccc(F)cc3)nc3c(CCN)nccn23)n1. The target protein (Q16644) has sequence MDGETAEEQGGPVPPPVAPGGPGLGGAPGGRREPKKYAVTDDYQLSKQVLGLGVNGKVLECFHRRTGQKCALKLLYDSPKARQEVDHHWQASGGPHIVCILDVYENMHHGKRCLLIIMECMEGGELFSRIQERGDQAFTEREAAEIMRDIGTAIQFLHSHNIAHRDVKPENLLYTSKEKDAVLKLTDFGFAKETTQNALQTPCYTPYYVAPEVLGPEKYDKSCDMWSLGVIMYILLCGFPPFYSNTGQAISPGMKRRIRLGQYGFPNPEWSEVSEDAKQLIRLLLKTDPTERLTITQFMNHPWINQSMVVPQTPLHTARVLQEDKDHWDEVKEEMTSALATMRVDYDQVKIKDLKTSNNRLLNKRRKKQAGSSSASQGCNNQ. The KIBA score is 11.1. (2) The drug is CC(C)(C)c1ccc2c(c1)=NC(=C1NNc3ccccc31)N=2. The target protein (Q86V86) has sequence MLLSKFGSLAHLCGPGGVDHLPVKILQPAKADKESFEKAYQVGAVLGSGGFGTVYAGSRIADGLPVAVKHVVKERVTEWGSLGGATVPLEVVLLRKVGAAGGARGVIRLLDWFERPDGFLLVLERPEPAQDLFDFITERGALDEPLARRFFAQVLAAVRHCHSCGVVHRDIKDENLLVDLRSGELKLIDFGSGALLKDTVYTDFDGTRVYSPPEWIRYHRYHGRSATVWSLGVLLYDMVCGDIPFEQDEEILRGRLLFRRRVSPECQQLIRWCLSLRPSERPSLDQIAAHPWMLGADGGVPESCDLRLCTLDPDDVASTTSSSESL. The KIBA score is 11.2. (3) The drug is CN(C)CC(C)(C)CNc1nccc(-c2c(-c3ccc(F)cc3)nc3occn23)n1. The target protein (P51451) has sequence MGLVSSKKPDKEKPIKEKDKGQWSPLKVSAQDKDAPPLPPLVVFNHLTPPPPDEHLDEDKHFVVALYDYTAMNDRDLQMLKGEKLQVLKGTGDWWLARSLVTGREGYVPSNFVARVESLEMERWFFRSQGRKEAERQLLAPINKAGSFLIRESETNKGAFSLSVKDVTTQGELIKHYKIRCLDEGGYYISPRITFPSLQALVQHYSKKGDGLCQRLTLPCVRPAPQNPWAQDEWEIPRQSLRLVRKLGSGQFGEVWMGYYKNNMKVAIKTLKEGTMSPEAFLGEANVMKALQHERLVRLYAVVTKEPIYIVTEYMARGCLLDFLKTDEGSRLSLPRLIDMSAQIAEGMAYIERMNSIHRDLRAANILVSEALCCKIADFGLARIIDSEYTAQEGAKFPIKWTAPEAIHFGVFTIKADVWSFGVLLMEVVTYGRVPYPGMSNPEVIRNLERGYRMPRPDTCPPELYRGVIAECWRSRPEERPTFEFLQSVLEDFYTATERQ.... The KIBA score is 11.9. (4) The compound is O=c1nc[nH]c2c1sc1c(Cl)ccc(Cl)c12. The target protein (P49137) has sequence MLSNSQGQSPPVPFPAPAPPPQPPTPALPHPPAQPPPPPPQQFPQFHVKSGLQIKKNAIIDDYKVTSQVLGLGINGKVLQIFNKRTQEKFALKMLQDCPKARREVELHWRASQCPHIVRIVDVYENLYAGRKCLLIVMECLDGGELFSRIQDRGDQAFTEREASEIMKSIGEAIQYLHSINIAHRDVKPENLLYTSKRPNAILKLTDFGFAKETTSHNSLTTPCYTPYYVAPEVLGPEKYDKSCDMWSLGVIMYILLCGYPPFYSNHGLAISPGMKTRIRMGQYEFPNPEWSEVSEEVKMLIRNLLKTEPTQRMTITEFMNHPWIMQSTKVPQTPLHTSRVLKEDKERWEDVKEEMTSALATMRVDYEQIKIKKIEDASNPLLLKRRKKARALEAAALAH. The KIBA score is 11.2. (5) The small molecule is CN1CCN(c2nc(C3=C(c4c[nH]c5ccccc45)C(=O)NC3=O)c3ccccc3n2)CC1. The target protein (P29376) has sequence MGCWGQLLVWFGAAGAILCSSPGSQETFLRSSPLPLASPSPRDPKVSAPPSILEPASPLNSPGTEGSWLFSTCGASGRHGPTQTQCDGAYAGTSVVVTVGAAGQLRGVQLWRVPGPGQYLISAYGAAGGKGAKNHLSRAHGVFVSAIFSLGLGESLYILVGQQGEDACPGGSPESQLVCLGESRAVEEHAAMDGSEGVPGSRRWAGGGGGGGGATYVFRVRAGELEPLLVAAGGGGRAYLRPRDRGRTQASPEKLENRSEAPGSGGRGGAAGGGGGWTSRAPSPQAGRSLQEGAEGGQGCSEAWATLGWAAAGGFGGGGGACTAGGGGGGYRGGDASETDNLWADGEDGVSFIHPSSELFLQPLAVTENHGEVEIRRHLNCSHCPLRDCQWQAELQLAECLCPEGMELAVDNVTCMDLHKPPGPLVLMVAVVATSTLSLLMVCGVLILVKQKKWQGLQEMRLPSPELELSKLRTSAIRTAPNPYYCQVGLGPAQSWPLPP.... The KIBA score is 11.7.